From a dataset of Forward reaction prediction with 1.9M reactions from USPTO patents (1976-2016). Predict the product of the given reaction. (1) Given the reactants [OH:1][C:2]1[CH:8]=[C:7]([N+:9]([O-:11])=[O:10])[CH:6]=[CH:5][C:3]=1[NH2:4].[F:12][C:13]([F:24])([F:23])[C:14]1[CH:19]=[CH:18][C:17]([N:20]=[C:21]=[O:22])=[CH:16][CH:15]=1, predict the reaction product. The product is: [OH:1][C:2]1[CH:8]=[C:7]([N+:9]([O-:11])=[O:10])[CH:6]=[CH:5][C:3]=1[NH:4][C:21]([NH:20][C:17]1[CH:16]=[CH:15][C:14]([C:13]([F:12])([F:23])[F:24])=[CH:19][CH:18]=1)=[O:22]. (2) Given the reactants [Cl:1][C:2]1[CH:7]=[C:6]([N+:8]([O-])=O)[CH:5]=[CH:4][C:3]=1[O:11][C:12]1[CH:17]=[CH:16][CH:15]=[C:14]([O:18][C:19]2[CH:24]=[CH:23][CH:22]=[CH:21][CH:20]=2)[CH:13]=1.O.[Cl-].[Ca+2].[Cl-], predict the reaction product. The product is: [Cl:1][C:2]1[CH:7]=[C:6]([CH:5]=[CH:4][C:3]=1[O:11][C:12]1[CH:17]=[CH:16][CH:15]=[C:14]([O:18][C:19]2[CH:20]=[CH:21][CH:22]=[CH:23][CH:24]=2)[CH:13]=1)[NH2:8].